From a dataset of Full USPTO retrosynthesis dataset with 1.9M reactions from patents (1976-2016). Predict the reactants needed to synthesize the given product. (1) Given the product [F:1][C:2]1[CH:3]=[C:4]2[C:8](=[CH:9][CH:10]=1)[N:7]([CH2:11][C:12]1[C:21]3[C:16](=[CH:17][CH:18]=[CH:19][CH:20]=3)[CH:15]=[CH:14][CH:13]=1)[C:6]([C:22]([OH:23])=[O:27])=[C:5]2[CH2:25][C:24](=[O:26])[N:28]1[CH2:33][CH2:32][NH:31][CH2:30][CH2:29]1, predict the reactants needed to synthesize it. The reactants are: [F:1][C:2]1[CH:3]=[C:4]2[C:8](=[CH:9][CH:10]=1)[N:7]([CH2:11][C:12]1[C:21]3[C:16](=[CH:17][CH:18]=[CH:19][CH:20]=3)[CH:15]=[CH:14][CH:13]=1)[C:6]1[C:22](=[O:27])[O:23][C:24](=[O:26])[CH2:25][C:5]2=1.[NH:28]1[CH2:33][CH2:32][NH:31][CH2:30][CH2:29]1. (2) The reactants are: [NH2:1][C:2]1[C:7]([F:8])=[C:6]([C:9]2[CH:14]=[CH:13][C:12]([Cl:15])=[C:11]([O:16][CH3:17])[C:10]=2[F:18])[N:5]=[C:4]([C:19]([O:21][CH3:22])=[O:20])[CH:3]=1.[Cl:23]N1C(C)(C)C(=O)N(Cl)C1=O. Given the product [NH2:1][C:2]1[C:7]([F:8])=[C:6]([C:9]2[CH:14]=[CH:13][C:12]([Cl:15])=[C:11]([O:16][CH3:17])[C:10]=2[F:18])[N:5]=[C:4]([C:19]([O:21][CH3:22])=[O:20])[C:3]=1[Cl:23], predict the reactants needed to synthesize it. (3) Given the product [O:16]=[C:15]1[C:14]2[C:13](=[C:22]([F:23])[C:21]([F:24])=[C:20]([F:25])[C:19]=2[F:26])[CH2:12][N:9]1[CH:8]1[CH2:1][CH2:2][C:3](=[O:4])[NH:5][C:6]1=[O:7], predict the reactants needed to synthesize it. The reactants are: [CH2:1]1[CH:8]([NH2:9])[C:6](=[O:7])[NH:5][C:3](=[O:4])[CH2:2]1.Cl.Br[CH2:12][C:13]1[C:22]([F:23])=[C:21]([F:24])[C:20]([F:25])=[C:19]([F:26])[C:14]=1[C:15](OC)=[O:16].C(N(CC)CC)C. (4) Given the product [F:24][C:23]([F:26])([F:25])[C:21]([OH:27])=[O:22].[NH2:8][C:9]1([C:17]([OH:19])=[O:18])[CH2:14][CH2:13][S:12](=[O:15])(=[O:16])[CH2:11][CH2:10]1, predict the reactants needed to synthesize it. The reactants are: CC(OC([NH:8][C:9]1([C:17]([O:19]C)=[O:18])[CH2:14][CH2:13][S:12](=[O:16])(=[O:15])[CH2:11][CH2:10]1)=O)(C)C.[C:21]([OH:27])([C:23]([F:26])([F:25])[F:24])=[O:22]. (5) Given the product [CH3:11][N:12]([CH3:20])[C:13]1[CH:18]=[CH:17][C:16]([NH:19][C:7]2[CH:6]=[N:5][C:4]([N:2]([CH3:3])[CH3:1])=[N:9][CH:8]=2)=[CH:15][CH:14]=1, predict the reactants needed to synthesize it. The reactants are: [CH3:1][N:2]([C:4]1[N:9]=[CH:8][C:7](Br)=[CH:6][N:5]=1)[CH3:3].[CH3:11][N:12]([CH3:20])[C:13]1[CH:18]=[CH:17][C:16]([NH2:19])=[CH:15][CH:14]=1.